Dataset: NCI-60 drug combinations with 297,098 pairs across 59 cell lines. Task: Regression. Given two drug SMILES strings and cell line genomic features, predict the synergy score measuring deviation from expected non-interaction effect. (1) Drug 1: C1=NC2=C(N1)C(=S)N=C(N2)N. Drug 2: C1=CC=C(C=C1)NC(=O)CCCCCCC(=O)NO. Cell line: CCRF-CEM. Synergy scores: CSS=58.8, Synergy_ZIP=-0.325, Synergy_Bliss=-2.52, Synergy_Loewe=-0.736, Synergy_HSA=1.30. (2) Drug 1: C1CC(=O)NC(=O)C1N2CC3=C(C2=O)C=CC=C3N. Drug 2: C(=O)(N)NO. Cell line: HOP-62. Synergy scores: CSS=5.24, Synergy_ZIP=-1.08, Synergy_Bliss=0.942, Synergy_Loewe=2.69, Synergy_HSA=0.266. (3) Drug 2: C1=CC(=CC=C1CC(C(=O)O)N)N(CCCl)CCCl.Cl. Synergy scores: CSS=24.0, Synergy_ZIP=-10.8, Synergy_Bliss=-11.2, Synergy_Loewe=-46.7, Synergy_HSA=-11.7. Cell line: EKVX. Drug 1: CC1=C2C(C(=O)C3(C(CC4C(C3C(C(C2(C)C)(CC1OC(=O)C(C(C5=CC=CC=C5)NC(=O)OC(C)(C)C)O)O)OC(=O)C6=CC=CC=C6)(CO4)OC(=O)C)OC)C)OC. (4) Drug 1: CC1CCC2CC(C(=CC=CC=CC(CC(C(=O)C(C(C(=CC(C(=O)CC(OC(=O)C3CCCCN3C(=O)C(=O)C1(O2)O)C(C)CC4CCC(C(C4)OC)OCCO)C)C)O)OC)C)C)C)OC. Drug 2: CS(=O)(=O)CCNCC1=CC=C(O1)C2=CC3=C(C=C2)N=CN=C3NC4=CC(=C(C=C4)OCC5=CC(=CC=C5)F)Cl. Cell line: NCIH23. Synergy scores: CSS=10.0, Synergy_ZIP=4.21, Synergy_Bliss=5.97, Synergy_Loewe=6.00, Synergy_HSA=6.01.